Predict the reactants needed to synthesize the given product. From a dataset of Full USPTO retrosynthesis dataset with 1.9M reactions from patents (1976-2016). Given the product [ClH:33].[O:1]=[C:2]1[C:10]2[C:5](=[CH:6][C:7]([N:11]([CH2:16][CH2:17][N:18]3[CH2:19][CH2:20][CH2:21][CH2:22][CH2:23]3)[S:12]([CH3:15])(=[O:14])=[O:13])=[CH:8][CH:9]=2)[C:4](=[O:24])[N:3]1[CH2:25][C:26]([OH:28])=[O:27], predict the reactants needed to synthesize it. The reactants are: [O:1]=[C:2]1[C:10]2[C:5](=[CH:6][C:7]([N:11]([CH2:16][CH2:17][N:18]3[CH2:23][CH2:22][CH2:21][CH2:20][CH2:19]3)[S:12]([CH3:15])(=[O:14])=[O:13])=[CH:8][CH:9]=2)[C:4](=[O:24])[N:3]1[CH2:25][C:26]([O:28]C(C)(C)C)=[O:27].[ClH:33].